From a dataset of Forward reaction prediction with 1.9M reactions from USPTO patents (1976-2016). Predict the product of the given reaction. (1) Given the reactants [O:1]1[C:5]2[CH:6]=[CH:7][C:8]([C:10]3([C:13]([OH:15])=O)[CH2:12][CH2:11]3)=[CH:9][C:4]=2[O:3][CH2:2]1.CN(C)C=O.[CH3:21][O:22][C:23]1[CH:35]=[CH:34][CH:33]=[CH:32][C:24]=1[CH2:25][C:26]1[S:30][C:29]([NH2:31])=[N:28][CH:27]=1.C(N(CC)CC)C, predict the reaction product. The product is: [CH3:21][O:22][C:23]1[CH:35]=[CH:34][CH:33]=[CH:32][C:24]=1[CH2:25][C:26]1[S:30][C:29]([NH:31][C:13]([C:10]2([C:8]3[CH:7]=[CH:6][C:5]4[O:1][CH2:2][O:3][C:4]=4[CH:9]=3)[CH2:11][CH2:12]2)=[O:15])=[N:28][CH:27]=1. (2) The product is: [ClH:20].[Cl:20][C:4]1[C:3]2[C:8](=[CH:9][CH:10]=[CH:11][C:2]=2[F:1])[N:7]=[CH:6][N:5]=1. Given the reactants [F:1][C:2]1[CH:11]=[CH:10][CH:9]=[C:8]2[C:3]=1[C:4](=O)[NH:5][CH:6]=[N:7]2.CN(C=O)C.S(Cl)([Cl:20])=O, predict the reaction product. (3) Given the reactants Br[C:2]1[CH:7]=[CH:6][CH:5]=[C:4](Br)[N:3]=1.[NH2:9][CH2:10][CH2:11][NH2:12].[CH3:13][O:14][C:15]1[CH:20]=[CH:19][CH:18]=[CH:17][C:16]=1B(O)O, predict the reaction product. The product is: [CH3:13][O:14][C:15]1[CH:20]=[CH:19][CH:18]=[CH:17][C:16]=1[C:4]1[N:3]=[C:2]([NH:9][CH2:10][CH2:11][NH:12][CH2:16][C:15]([N:9]2[CH2:19][CH2:18][CH2:17][C@H:10]2[C:11]#[N:12])=[O:14])[CH:7]=[CH:6][CH:5]=1.